Dataset: Reaction yield outcomes from USPTO patents with 853,638 reactions. Task: Predict the reaction yield, written as a fraction of the theoretical maximum amount of product (1.0 means a 100% yield; for example, 0.34 means a 34% yield). (1) The reactants are [N+:1]([C:4]1[CH:12]=[CH:11][CH:10]=[C:9]2[C:5]=1[CH:6]=[N:7][NH:8]2)([O-])=O.[H][H]. The catalyst is [Pd].C(O)C. The product is [NH:8]1[C:9]2[C:5](=[C:4]([NH2:1])[CH:12]=[CH:11][CH:10]=2)[CH:6]=[N:7]1. The yield is 1.00. (2) The reactants are [C:1]([CH:5]([NH:13][NH:14][C:15]([C:17]1[CH:26]=[CH:25][C:20]2[O:21][CH2:22][CH2:23][O:24][C:19]=2[C:18]=1[CH2:27][CH3:28])=[O:16])[CH:6]=[C:7]([CH3:12])[C:8]([CH3:11])([CH3:10])[CH3:9])([CH3:4])([CH3:3])[CH3:2].[CH3:29][O:30][C:31]1[CH:32]=[C:33]([CH:37]=[C:38]([O:41][CH3:42])[C:39]=1[CH3:40])[C:34](Cl)=[O:35].C([O-])([O-])=O.[K+].[K+]. The catalyst is C(Cl)Cl. The product is [C:1]([CH:5]([N:13]([C:34](=[O:35])[C:33]1[CH:37]=[C:38]([O:41][CH3:42])[C:39]([CH3:40])=[C:31]([O:30][CH3:29])[CH:32]=1)[NH:14][C:15]([C:17]1[CH:26]=[CH:25][C:20]2[O:21][CH2:22][CH2:23][O:24][C:19]=2[C:18]=1[CH2:27][CH3:28])=[O:16])[CH:6]=[C:7]([CH3:12])[C:8]([CH3:11])([CH3:10])[CH3:9])([CH3:2])([CH3:3])[CH3:4]. The yield is 0.380.